This data is from Reaction yield outcomes from USPTO patents with 853,638 reactions. The task is: Predict the reaction yield, written as a fraction of the theoretical maximum amount of product (1.0 means a 100% yield; for example, 0.34 means a 34% yield). (1) The reactants are C([O:3][C:4]([C:6]1[CH:10]=[C:9]([C:11]2[CH:16]=[CH:15][C:14]([C:17]([F:20])([F:19])[F:18])=[CH:13][CH:12]=2)[O:8][N:7]=1)=O)C.[BH4-].[Na+].Cl. The catalyst is CO. The product is [F:20][C:17]([F:18])([F:19])[C:14]1[CH:13]=[CH:12][C:11]([C:9]2[O:8][N:7]=[C:6]([CH2:4][OH:3])[CH:10]=2)=[CH:16][CH:15]=1. The yield is 0.960. (2) The reactants are [Cl-].O[NH3+:3].[C:4](=[O:7])([O-])[OH:5].[Na+].CS(C)=O.[NH:13]1[C:21]2[C:16](=[CH:17][C:18]([C:22]3[C:27](=[O:28])[N:26]([CH2:29][C:30]4[CH:35]=[CH:34][C:33]([C:36]5[C:37]([C:42]#[N:43])=[CH:38][CH:39]=[CH:40][CH:41]=5)=[CH:32][CH:31]=4)[C:25]([CH2:44][CH2:45][CH3:46])=[N:24][C:23]=3[CH3:47])=[CH:19][CH:20]=2)[CH:15]=[CH:14]1. The catalyst is C(OCC)(=O)C. The product is [NH:13]1[C:21]2[C:16](=[CH:17][C:18]([C:22]3[C:27](=[O:28])[N:26]([CH2:29][C:30]4[CH:35]=[CH:34][C:33]([C:36]5[CH:41]=[CH:40][CH:39]=[CH:38][C:37]=5[C:42]5[NH:3][C:4](=[O:7])[O:5][N:43]=5)=[CH:32][CH:31]=4)[C:25]([CH2:44][CH2:45][CH3:46])=[N:24][C:23]=3[CH3:47])=[CH:19][CH:20]=2)[CH:15]=[CH:14]1. The yield is 0.200. (3) The reactants are Cl[C:2]1[N:7]=[C:6]([NH:8][C@@H:9]2[CH2:14][CH2:13][CH2:12][CH2:11][C@H:10]2[NH:15][S:16]([CH3:19])(=[O:18])=[O:17])[C:5]([Cl:20])=[CH:4][N:3]=1.[CH3:21][O:22][C:23]1[C:24]([NH2:42])=[CH:25][C:26]2[CH2:32][CH2:31][N:30]([CH2:33][CH2:34][N:35]3[CH2:40][CH2:39][O:38][CH2:37][CH2:36]3)[CH2:29][CH2:28][C:27]=2[CH:41]=1. No catalyst specified. The product is [Cl:20][C:5]1[C:6]([NH:8][C@@H:9]2[CH2:14][CH2:13][CH2:12][CH2:11][C@H:10]2[NH:15][S:16]([CH3:19])(=[O:18])=[O:17])=[N:7][C:2]([NH:42][C:24]2[C:23]([O:22][CH3:21])=[CH:41][C:27]3[CH2:28][CH2:29][N:30]([CH2:33][CH2:34][N:35]4[CH2:40][CH2:39][O:38][CH2:37][CH2:36]4)[CH2:31][CH2:32][C:26]=3[CH:25]=2)=[N:3][CH:4]=1. The yield is 0.190.